From a dataset of Forward reaction prediction with 1.9M reactions from USPTO patents (1976-2016). Predict the product of the given reaction. (1) Given the reactants [O:1]1[CH2:6][CH2:5][O:4][C:3]2[CH:7]=[C:8]([OH:11])[CH:9]=[CH:10][C:2]1=2.C([Mg]Cl)(C)C.[C:17]1([CH:23]([C:35]2[CH:40]=[CH:39][CH:38]=[CH:37][CH:36]=2)[N:24]2[C:32]3[C:27](=[N:28][CH:29]=[CH:30][CH:31]=3)[C:26](=[O:33])[C:25]2=[O:34])[CH:22]=[CH:21][CH:20]=[CH:19][CH:18]=1.[Cl-].[NH4+], predict the reaction product. The product is: [C:35]1([CH:23]([C:17]2[CH:22]=[CH:21][CH:20]=[CH:19][CH:18]=2)[N:24]2[C:32]3[C:27](=[N:28][CH:29]=[CH:30][CH:31]=3)[C:26]([OH:33])([C:9]3[C:8]([OH:11])=[CH:7][C:3]4[O:4][CH2:5][CH2:6][O:1][C:2]=4[CH:10]=3)[C:25]2=[O:34])[CH:36]=[CH:37][CH:38]=[CH:39][CH:40]=1. (2) Given the reactants [CH2:1]([O:3][C:4](=[O:12])[C:5]([CH3:11])([CH3:10])[CH2:6][CH2:7][CH2:8]Br)[CH3:2].[Na+].[I-].[H-].[Na+].[CH2:17]([OH:20])[CH2:18][OH:19], predict the reaction product. The product is: [CH2:1]([O:3][C:4](=[O:12])[C:5]([CH3:11])([CH3:10])[CH2:6][CH2:7][CH2:8][O:19][CH2:18][CH2:17][OH:20])[CH3:2]. (3) Given the reactants C(N(CC)CC)C.[NH2:8][CH2:9][CH2:10][CH2:11][CH2:12][N:13]1[C:25]2[C:24]3[CH:23]=[CH:22][C:21]([O:26][CH2:27][C:28]4[CH:33]=[CH:32][CH:31]=[CH:30][CH:29]=4)=[CH:20][C:19]=3[N:18]=[C:17]([NH2:34])[C:16]=2[N:15]=[C:14]1[CH2:35][CH2:36][O:37][CH3:38].[CH3:39][S:40](O[S:40]([CH3:39])(=[O:42])=[O:41])(=[O:42])=[O:41], predict the reaction product. The product is: [NH2:34][C:17]1[C:16]2[N:15]=[C:14]([CH2:35][CH2:36][O:37][CH3:38])[N:13]([CH2:12][CH2:11][CH2:10][CH2:9][NH:8][S:40]([CH3:39])(=[O:42])=[O:41])[C:25]=2[C:24]2[CH:23]=[CH:22][C:21]([O:26][CH2:27][C:28]3[CH:29]=[CH:30][CH:31]=[CH:32][CH:33]=3)=[CH:20][C:19]=2[N:18]=1. (4) Given the reactants Br[C:2]1[CH:11]=[CH:10][C:5]2[C:6](=[O:9])[O:7][CH2:8][C:4]=2[C:3]=1[CH3:12].[CH2:13]([Sn](CCCC)(CCCC)CCCC)[CH:14]=[CH2:15].[Li+].[Cl-], predict the reaction product. The product is: [CH3:12][C:3]1[C:4]2[CH2:8][O:7][C:6](=[O:9])[C:5]=2[CH:10]=[CH:11][C:2]=1[CH2:15][CH:14]=[CH2:13]. (5) Given the reactants [C:1]1([S:7][C:8]2[C:16]3[C:11](=[CH:12][CH:13]=[CH:14][C:15]=3[CH2:17][CH2:18][CH2:19][OH:20])[NH:10][CH:9]=2)[CH:6]=[CH:5][CH:4]=[CH:3][CH:2]=1.C(=O)([O-])[OH:22].[Na+].OOS([O-])=O.[K+].S([O-])(O[O-])(=O)=O.[K+].[K+].[OH2:40], predict the reaction product. The product is: [C:1]1([S:7]([C:8]2[C:16]3[C:11](=[CH:12][CH:13]=[CH:14][C:15]=3[CH2:17][CH2:18][CH2:19][OH:20])[NH:10][CH:9]=2)(=[O:22])=[O:40])[CH:2]=[CH:3][CH:4]=[CH:5][CH:6]=1.